This data is from Forward reaction prediction with 1.9M reactions from USPTO patents (1976-2016). The task is: Predict the product of the given reaction. (1) Given the reactants C(O[CH:4]=[C:5]([CH:8]([CH3:10])[CH3:9])[CH:6]=O)C.[NH2:11][C:12]([NH2:14])=[O:13].Cl.[OH-].[Na+], predict the reaction product. The product is: [CH:8]([C:5]1[CH:6]=[N:11][C:12](=[O:13])[NH:14][CH:4]=1)([CH3:9])[CH3:10]. (2) Given the reactants C([N:8]1[CH2:13][CH2:12][NH:11][CH2:10][CH2:9]1)(OC(C)(C)C)=O.C(N(CC)CC)C.[C:21]1([S:27]([Cl:30])(=[O:29])=[O:28])[CH:26]=[CH:25][CH:24]=[CH:23][CH:22]=1.Cl, predict the reaction product. The product is: [ClH:30].[C:21]1([S:27]([N:8]2[CH2:9][CH2:10][NH:11][CH2:12][CH2:13]2)(=[O:29])=[O:28])[CH:26]=[CH:25][CH:24]=[CH:23][CH:22]=1. (3) Given the reactants Cl[C:2]([O:4][CH3:5])=[O:3].[NH2:6][CH2:7][C@H:8]1[O:12][C:11](=[O:13])[N:10]([C:14]2[CH:15]=[C:16]3[C:20](=[C:21]([F:23])[CH:22]=2)[N:19]([CH2:24][CH2:25][CH3:26])[C:18](=[O:27])[CH2:17]3)[CH2:9]1.C(N(C(C)C)CC)(C)C, predict the reaction product. The product is: [CH3:5][O:4][C:2](=[O:3])[NH:6][CH2:7][C@@H:8]1[O:12][C:11](=[O:13])[N:10]([C:14]2[CH:15]=[C:16]3[C:20](=[C:21]([F:23])[CH:22]=2)[N:19]([CH2:24][CH2:25][CH3:26])[C:18](=[O:27])[CH2:17]3)[CH2:9]1.